Dataset: Full USPTO retrosynthesis dataset with 1.9M reactions from patents (1976-2016). Task: Predict the reactants needed to synthesize the given product. (1) Given the product [N:1]([C:2]1[CH:3]=[CH:4][C:5]([CH3:21])=[C:6]([C:8]2[C:9](=[O:20])[N:10]([CH3:19])[C:11]3[C:16]([CH:17]=2)=[CH:15][N:14]=[C:13]([CH3:18])[CH:12]=3)[CH:7]=1)=[C:22]=[S:23], predict the reactants needed to synthesize it. The reactants are: [NH2:1][C:2]1[CH:3]=[CH:4][C:5]([CH3:21])=[C:6]([C:8]2[C:9](=[O:20])[N:10]([CH3:19])[C:11]3[C:16]([CH:17]=2)=[CH:15][N:14]=[C:13]([CH3:18])[CH:12]=3)[CH:7]=1.[C:22](N1C=CC=CC1=O)(N1C=CC=CC1=O)=[S:23]. (2) Given the product [CH3:5][O:6][C:7](=[O:21])[C:8]1[CH:13]=[C:12]([Cl:14])[C:11]([NH:15][C:16](=[O:18])[CH3:17])=[C:10]([N+:1]([O-:4])=[O:2])[C:9]=1[O:19][CH3:20], predict the reactants needed to synthesize it. The reactants are: [N+:1]([O-:4])(O)=[O:2].[CH3:5][O:6][C:7](=[O:21])[C:8]1[CH:13]=[C:12]([Cl:14])[C:11]([NH:15][C:16](=[O:18])[CH3:17])=[CH:10][C:9]=1[O:19][CH3:20]. (3) Given the product [CH2:2]([CH:4]1[CH2:5][N:6]([CH2:18][CH2:19][CH3:20])[CH2:7][CH:8]([C:10]2[CH:11]=[C:12]([OH:16])[CH:13]=[CH:14][CH:15]=2)[O:9]1)[CH3:3], predict the reactants needed to synthesize it. The reactants are: Br.[CH2:2]([CH:4]1[O:9][CH:8]([C:10]2[CH:15]=[CH:14][CH:13]=[C:12]([O:16]C)[CH:11]=2)[CH2:7][N:6]([CH2:18][CH2:19][CH3:20])[CH2:5]1)[CH3:3]. (4) Given the product [CH2:1]([N:5]([CH2:21][CH:22]([CH3:24])[CH3:23])[C:6]1[CH:11]=[CH:10][C:9]([C:12](=[O:17])[C:13]([F:14])([F:16])[F:15])=[CH:8][C:7]=1[N+:18]([O-:20])=[O:19])[CH:2]([CH3:4])[CH3:3], predict the reactants needed to synthesize it. The reactants are: [CH2:1]([N:5]([CH2:21][CH:22]([CH3:24])[CH3:23])[C:6]1[CH:11]=[CH:10][C:9]([CH:12]([OH:17])[C:13]([F:16])([F:15])[F:14])=[CH:8][C:7]=1[N+:18]([O-:20])=[O:19])[CH:2]([CH3:4])[CH3:3].CC(OI1(OC(C)=O)(OC(C)=O)OC(=O)C2C=CC=CC1=2)=O. (5) Given the product [O:24]1[C:16]2[CH:15]=[CH:14][C:19]([C@@H:20]3[O:21][CH:13]=[N:12][C@@H:11]3[S:1]([C:4]3[CH:10]=[CH:9][C:7]([CH3:8])=[CH:6][CH:5]=3)(=[O:3])=[O:2])=[CH:18][C:17]=2[O:22][CH2:23]1, predict the reactants needed to synthesize it. The reactants are: [S:1]([CH2:11][N+:12]#[C-:13])([C:4]1[CH:10]=[CH:9][C:7]([CH3:8])=[CH:6][CH:5]=1)(=[O:3])=[O:2].[CH:14]1[C:19]([CH:20]=[O:21])=[CH:18][C:17]2[O:22][CH2:23][O:24][C:16]=2[CH:15]=1.[C-]#N.[Na+].